From a dataset of Full USPTO retrosynthesis dataset with 1.9M reactions from patents (1976-2016). Predict the reactants needed to synthesize the given product. (1) Given the product [ClH:36].[F:50][C:47]1[CH:46]=[CH:45][C:44]([NH:43][C:41]2[N:42]=[C:37]([NH:26][CH2:25][C:23]3[N:22]=[CH:21][NH:20][CH:24]=3)[N:38]=[C:39]([NH:51][C:52]3[CH:57]=[CH:56][CH:55]=[CH:54][CH:53]=3)[N:40]=2)=[CH:49][CH:48]=1, predict the reactants needed to synthesize it. The reactants are: C([N:20]1[CH:24]=[C:23]([CH2:25][NH2:26])[N:22]=[CH:21]1)(C1C=CC=CC=1)(C1C=CC=CC=1)C1C=CC=CC=1.C(N(C(C)C)CC)(C)C.[Cl:36][C:37]1[N:42]=[C:41]([NH:43][C:44]2[CH:49]=[CH:48][C:47]([F:50])=[CH:46][CH:45]=2)[N:40]=[C:39]([NH:51][C:52]2[CH:57]=[CH:56][CH:55]=[CH:54][CH:53]=2)[N:38]=1.C(OC(=O)C)C.Cl. (2) Given the product [Br:1][C:2]1[CH:3]=[C:4]([C:8]([NH:10][CH:11]2[CH2:16][CH2:15][N:14]([C:17]3[N:22]=[C:21]([S:23][CH3:24])[N:20]=[C:19]([C:25]([NH:31][O:29][CH3:30])=[O:26])[CH:18]=3)[CH2:13][CH2:12]2)=[O:9])[NH:5][C:6]=1[CH3:7], predict the reactants needed to synthesize it. The reactants are: [Br:1][C:2]1[CH:3]=[C:4]([C:8]([NH:10][CH:11]2[CH2:16][CH2:15][N:14]([C:17]3[N:22]=[C:21]([S:23][CH3:24])[N:20]=[C:19]([C:25](O)=[O:26])[CH:18]=3)[CH2:13][CH2:12]2)=[O:9])[NH:5][C:6]=1[CH3:7].Cl.[O:29]([NH2:31])[CH3:30].